Task: Predict the reaction yield, written as a fraction of the theoretical maximum amount of product (1.0 means a 100% yield; for example, 0.34 means a 34% yield).. Dataset: Reaction yield outcomes from USPTO patents with 853,638 reactions (1) The reactants are [F:1][C:2]1([F:65])[CH2:7][CH2:6][CH:5]([C:8]2[C:17]3[CH:16]([O:18]CC4C=CC(OC)=CC=4)[CH2:15][C:14]([CH3:29])([CH3:28])[CH2:13][C:12]=3[N:11]=[C:10]([CH:30]3[CH2:35][CH2:34][N:33]([C:36]4[N:41]=[CH:40][C:39]([N:42]5[CH2:47][CH2:46][CH:45]([C:48]([O:50][CH2:51][CH3:52])=[O:49])[CH2:44][CH2:43]5)=[CH:38][N:37]=4)[CH2:32][CH2:31]3)[C:9]=2[CH:53]([F:64])[C:54]2[CH:59]=[CH:58][C:57]([C:60]([F:63])([F:62])[F:61])=[CH:56][CH:55]=2)[CH2:4][CH2:3]1.Cl.O1CCOCC1.C(=O)([O-])O.[Na+]. The catalyst is C(O)C. The product is [F:65][C:2]1([F:1])[CH2:3][CH2:4][CH:5]([C:8]2[C:17]3[CH:16]([OH:18])[CH2:15][C:14]([CH3:28])([CH3:29])[CH2:13][C:12]=3[N:11]=[C:10]([CH:30]3[CH2:35][CH2:34][N:33]([C:36]4[N:37]=[CH:38][C:39]([N:42]5[CH2:47][CH2:46][CH:45]([C:48]([O:50][CH2:51][CH3:52])=[O:49])[CH2:44][CH2:43]5)=[CH:40][N:41]=4)[CH2:32][CH2:31]3)[C:9]=2[CH:53]([F:64])[C:54]2[CH:55]=[CH:56][C:57]([C:60]([F:63])([F:62])[F:61])=[CH:58][CH:59]=2)[CH2:6][CH2:7]1. The yield is 0.810. (2) The reactants are [CH2:1]([S:6][C:7]1[C:8]([CH:12]2[CH:17]3[CH2:18][CH2:19][N:14]([CH2:15][CH2:16]3)[CH2:13]2)=[N:9][NH:10][CH:11]=1)[CH2:2][CH2:3]CC.C(S)CC. No catalyst specified. The product is [CH2:1]([S:6][C:7]1[C:8]([CH:12]2[CH:17]3[CH2:18][CH2:19][N:14]([CH2:15][CH2:16]3)[CH2:13]2)=[N:9][NH:10][CH:11]=1)[CH2:2][CH3:3]. The yield is 0.250. (3) The reactants are C([N:8]1[CH2:13][CH2:12][N:11](CC2C=CC=CC=2)[CH2:10][C@@H:9]1[CH2:21][CH2:22][C:23]1[CH:28]=[CH:27][CH:26]=[CH:25][C:24]=1[O:29][CH3:30])C1C=CC=CC=1.C([O-])=O.[NH4+]. The catalyst is [Pd].C(O)C. The product is [CH3:30][O:29][C:24]1[CH:25]=[CH:26][CH:27]=[CH:28][C:23]=1[CH2:22][CH2:21][C@H:9]1[CH2:10][NH:11][CH2:12][CH2:13][NH:8]1. The yield is 0.870.